This data is from Catalyst prediction with 721,799 reactions and 888 catalyst types from USPTO. The task is: Predict which catalyst facilitates the given reaction. (1) Reactant: [Cl:1][C:2]1[CH:3]=[CH:4][C:5]([O:20][CH2:21][C:22]2[CH:27]=[CH:26][CH:25]=[CH:24][CH:23]=2)=[C:6]([CH2:8][N:9]2[C:13]([CH3:14])=[CH:12][C:11]([C:15](OCC)=[O:16])=[N:10]2)[CH:7]=1.[H-].[Al+3].[Li+].[H-].[H-].[H-].C(OCC)C.O. Product: [Cl:1][C:2]1[CH:3]=[CH:4][C:5]([O:20][CH2:21][C:22]2[CH:23]=[CH:24][CH:25]=[CH:26][CH:27]=2)=[C:6]([CH2:8][N:9]2[C:13]([CH3:14])=[CH:12][C:11]([CH2:15][OH:16])=[N:10]2)[CH:7]=1. The catalyst class is: 7. (2) Reactant: [F:1][C:2]1[CH:7]=[CH:6][C:5]([N:8]2[C:11](=[O:12])[C@H:10]([S:13][CH2:14][CH:15]([C:17]3[CH:22]=[CH:21][C:20]([F:23])=[CH:19][CH:18]=3)[OH:16])[C@H:9]2[C:24]2[CH:40]=[CH:39][C:27]([O:28][CH2:29][C:30](N[C@@H](C(O)=O)CO)=[O:31])=[CH:26][CH:25]=2)=[CH:4][CH:3]=1.Cl.C([O:46][C:47](=[O:56])[C@@H:48]([CH2:50][O:51]C(C)(C)C)[NH2:49])(C)(C)C.C[N:58]1[CH2:63][CH2:62][O:61]CC1.CN([C:67]([O:71]N1N=NC2C=CC=CC1=2)=[N+](C)C)C.[B-](F)(F)(F)F. Product: [F:1][C:2]1[CH:3]=[CH:4][C:5]([N:8]2[C:11](=[O:12])[C@H:10]([S:13][CH2:14][CH:15]([C:17]3[CH:18]=[CH:19][C:20]([F:23])=[CH:21][CH:22]=3)[OH:16])[C@H:9]2[C:24]2[CH:40]=[CH:39][C:27]([O:28][CH2:29][C:30]([NH:58][C@@H:63]([C:67]([NH:49][C@@H:48]([C:47]([OH:46])=[O:56])[CH2:50][OH:51])=[O:71])[CH2:62][OH:61])=[O:31])=[CH:26][CH:25]=2)=[CH:6][CH:7]=1. The catalyst class is: 2. (3) Reactant: CC(C)(OC([NH:7][NH:8][C:9]([CH:11]1[C:15]([CH3:17])([CH3:16])[S:14][C:13]([C:18]2[S:19][C:20]3[CH:26]=[C:25]([OH:27])[CH:24]=[CH:23][C:21]=3[N:22]=2)=[N:12]1)=[O:10])=O)C.FC(F)(F)C(O)=O. Product: [OH:27][C:25]1[CH:24]=[CH:23][C:21]2[N:22]=[C:18]([C:13]3[S:14][C:15]([CH3:17])([CH3:16])[CH:11]([C:9]([NH:8][NH2:7])=[O:10])[N:12]=3)[S:19][C:20]=2[CH:26]=1. The catalyst class is: 7.